From a dataset of Reaction yield outcomes from USPTO patents with 853,638 reactions. Predict the reaction yield, written as a fraction of the theoretical maximum amount of product (1.0 means a 100% yield; for example, 0.34 means a 34% yield). (1) The reactants are CC1(C)O[O:3]1.[CH3:6][C@H:7]1[C@H:28]2[O:29][C@@H:30]3[C@@:65]([CH3:68])([CH2:66][CH2:67][C@@H:27]2[O:26][C@@H:10]2[CH2:11][C@:12]4([CH3:25])[O:18][C@@H:17]5[C:19]([CH3:24])=[CH:20][C:21]([O:23][C@H:16]5[CH2:15][C@H:13]4[O:14][C@H:9]2[CH2:8]1)=[O:22])[O:64][C@@:33]1([CH3:69])[CH2:34][C@H:35]2[O:43][C@H:42]4[CH2:44][C@H:45]5[O:51][C@@:50]6([CH3:62])[C@@H:52]([OH:61])[CH2:53][C@@H:54]([CH2:56][C:57]([CH:59]=[O:60])=[CH2:58])[O:55][C@@H:49]6[CH2:48][C@@H:46]5[O:47][C@@H:41]4[CH:40]=[CH:39][CH2:38][C@:36]2([CH3:63])[O:37][C@@H:32]1[CH2:31]3. The catalyst is CC(C)=O. The product is [CH3:6][C@H:7]1[CH:28]2[O:29][CH:30]3[C@@:65]([CH3:68])([CH2:66][CH2:67][CH:27]2[O:26][CH:10]2[CH2:11][C@:12]4([CH3:25])[O:18][CH:17]5[C:19]([CH3:24])=[CH:20][C:21]([O:23][CH:16]5[CH2:15][CH:13]4[O:14][CH:9]2[CH2:8]1)=[O:22])[O:64][C@@:33]1([CH3:69])[CH2:34][CH:35]2[O:43][CH:42]4[CH2:44][CH:45]5[O:51][C@@:50]6([CH3:62])[CH:52]([OH:61])[CH2:53][CH:54]([CH2:56][C:57]([CH:59]=[O:60])=[CH2:58])[O:55][CH:49]6[CH2:48][CH:46]5[O:47][CH:41]4[CH:40]4[O:3][CH:39]4[CH2:38][C@@:36]2([CH3:63])[O:37][CH:32]1[CH2:31]3. The yield is 0.950. (2) The reactants are [C:1]([O:5][C:6](=[O:15])[C:7]1[CH:12]=[C:11]([Br:13])[CH:10]=[CH:9][C:8]=1I)([CH3:4])([CH3:3])[CH3:2].[CH2:16]([O:18][C:19]([C:21]1([C:24]2[CH:29]=[CH:28][C:27](B3OC(C)(C)C(C)(C)O3)=[CH:26][CH:25]=2)[CH2:23][CH2:22]1)=[O:20])[CH3:17].C(=O)([O-])[O-].[Na+].[Na+].O. The catalyst is O1CCOCC1. The product is [C:1]([O:5][C:6]([C:7]1[C:8]([C:27]2[CH:28]=[CH:29][C:24]([C:21]3([C:19]([O:18][CH2:16][CH3:17])=[O:20])[CH2:23][CH2:22]3)=[CH:25][CH:26]=2)=[CH:9][CH:10]=[C:11]([Br:13])[CH:12]=1)=[O:15])([CH3:4])([CH3:3])[CH3:2]. The yield is 0.690. (3) The reactants are Cl.[CH2:2]([O:9][C@:10]1([CH:44](OC)[O:45]C)[C@@:14]([CH2:24][OH:25])([CH2:15][O:16][CH2:17][C:18]2[CH:23]=[CH:22][CH:21]=[CH:20][CH:19]=2)[O:13][C@@H:12]([N:26]2[CH:34]=[C:32]([CH3:33])[C:30](=[O:31])[N:29]([CH2:35][O:36][CH2:37][C:38]3[CH:43]=[CH:42][CH:41]=[CH:40][CH:39]=3)[C:27]2=[O:28])[CH2:11]1)[C:3]1[CH:8]=[CH:7][CH:6]=[CH:5][CH:4]=1.C(=O)(O)[O-].[Na+]. The catalyst is O1CCCC1. The product is [CH2:2]([O:9][C@:10]1([CH2:44][OH:45])[C@@:14]([CH2:24][OH:25])([CH2:15][O:16][CH2:17][C:18]2[CH:19]=[CH:20][CH:21]=[CH:22][CH:23]=2)[O:13][C@@H:12]([N:26]2[CH:34]=[C:32]([CH3:33])[C:30](=[O:31])[N:29]([CH2:35][O:36][CH2:37][C:38]3[CH:39]=[CH:40][CH:41]=[CH:42][CH:43]=3)[C:27]2=[O:28])[CH2:11]1)[C:3]1[CH:8]=[CH:7][CH:6]=[CH:5][CH:4]=1. The yield is 0.730. (4) The catalyst is CC(N(C)C)=O.CO.C(Cl)Cl. The product is [F:11][C:8]1[CH:9]=[CH:10][C:5]2[N:6]([C:2]([N:16]3[CH2:17][CH2:18][CH:13]([OH:12])[CH2:14][CH2:15]3)=[N:3][N:4]=2)[CH:7]=1. The reactants are Cl[C:2]1[N:6]2[CH:7]=[C:8]([F:11])[CH:9]=[CH:10][C:5]2=[N:4][N:3]=1.[OH:12][CH:13]1[CH2:18][CH2:17][NH:16][CH2:15][CH2:14]1.N. The yield is 0.440. (5) The reactants are [Cl:1][C:2]1[C:3]([F:42])=[C:4]([S:21]([N:24](CC2C=CC(OC)=CC=2OC)[C:25]2[CH:30]=[CH:29][N:28]=[CH:27][N:26]=2)(=[O:23])=[O:22])[CH:5]=[CH:6][C:7]=1[O:8][C@H:9]1[CH2:14][CH2:13][CH2:12][CH2:11][C@@H:10]1[C:15]1[N:19]([CH3:20])[N:18]=[CH:17][CH:16]=1.C([SiH](CC)CC)C.FC(F)(F)C(O)=O. The catalyst is ClCCl. The product is [Cl:1][C:2]1[C:3]([F:42])=[C:4]([S:21]([NH:24][C:25]2[CH:30]=[CH:29][N:28]=[CH:27][N:26]=2)(=[O:23])=[O:22])[CH:5]=[CH:6][C:7]=1[O:8][C@H:9]1[CH2:14][CH2:13][CH2:12][CH2:11][C@@H:10]1[C:15]1[N:19]([CH3:20])[N:18]=[CH:17][CH:16]=1. The yield is 0.770.